From a dataset of Full USPTO retrosynthesis dataset with 1.9M reactions from patents (1976-2016). Predict the reactants needed to synthesize the given product. Given the product [NH2:1][C:2]1[C:9]([Br:10])=[CH:8][C:5]([C:6]#[N:7])=[CH:4][N:3]=1, predict the reactants needed to synthesize it. The reactants are: [NH2:1][C:2]1[CH:9]=[CH:8][C:5]([C:6]#[N:7])=[CH:4][N:3]=1.[Br:10]Br.